Dataset: Forward reaction prediction with 1.9M reactions from USPTO patents (1976-2016). Task: Predict the product of the given reaction. (1) Given the reactants [F:1][C:2]1[CH:7]=[C:6]([C:8]([F:11])([F:10])[F:9])[CH:5]=[CH:4][C:3]=1[C@H:12]1[CH2:17][C@H:16]([C:18]2[O:22][NH:21][C:20](=[O:23])[CH:19]=2)[CH2:15][CH2:14][N:13]1C(OC)=O.Br, predict the reaction product. The product is: [F:1][C:2]1[CH:7]=[C:6]([C:8]([F:9])([F:10])[F:11])[CH:5]=[CH:4][C:3]=1[C@H:12]1[CH2:17][C@H:16]([C:18]2[O:22][NH:21][C:20](=[O:23])[CH:19]=2)[CH2:15][CH2:14][NH:13]1. (2) Given the reactants [Cl:1][C:2]1[CH:7]=[CH:6][C:5]([C:8]2[CH:13]=[CH:12][CH:11]=[CH:10][C:9]=2[CH:14]([N:16]2[CH2:25][CH2:24][C:19]3(OCC[O:20]3)[CH2:18][CH2:17]2)[CH3:15])=[CH:4][CH:3]=1.Cl, predict the reaction product. The product is: [Cl:1][C:2]1[CH:7]=[CH:6][C:5]([C:8]2[CH:13]=[CH:12][CH:11]=[CH:10][C:9]=2[CH:14]([N:16]2[CH2:17][CH2:18][C:19](=[O:20])[CH2:24][CH2:25]2)[CH3:15])=[CH:4][CH:3]=1. (3) Given the reactants [C:1]([O:5][C:6]([N:8]1[CH2:12][C@H:11]([OH:13])[CH2:10][C@H:9]1[CH3:14])=[O:7])([CH3:4])([CH3:3])[CH3:2].[C:15]1([CH3:25])[CH:20]=[CH:19][C:18]([S:21](Cl)(=[O:23])=[O:22])=[CH:17][CH:16]=1.O, predict the reaction product. The product is: [C:1]([O:5][C:6]([N:8]1[CH2:12][C@H:11]([O:13][S:21]([C:18]2[CH:19]=[CH:20][C:15]([CH3:25])=[CH:16][CH:17]=2)(=[O:23])=[O:22])[CH2:10][C@H:9]1[CH3:14])=[O:7])([CH3:4])([CH3:2])[CH3:3]. (4) Given the reactants Br[C:2]1[CH:7]=[CH:6][C:5]([N:8]2[C:12]([NH2:13])=[CH:11][C:10]([C:14]([CH3:17])([CH3:16])[CH3:15])=[N:9]2)=[CH:4][CH:3]=1.[CH3:18][PH:19](=[O:21])[CH3:20].[O-]P([O-])([O-])=O.[K+].[K+].[K+], predict the reaction product. The product is: [NH2:13][C:12]1[N:8]([C:5]2[CH:6]=[CH:7][C:2]([P:19](=[O:21])([CH3:20])[CH3:18])=[CH:3][CH:4]=2)[N:9]=[C:10]([C:14]([CH3:17])([CH3:16])[CH3:15])[CH:11]=1. (5) Given the reactants [CH3:1][O:2][C:3]1[N:8]=[C:7]([N:9]2[CH2:14][CH2:13][O:12][CH2:11][CH2:10]2)[N:6]=[C:5]([NH:15][C@@H:16]2[CH2:21][CH2:20][CH2:19][N:18]([C:22]([O:24][C:25]([CH3:28])([CH3:27])[CH3:26])=[O:23])[CH2:17]2)[CH:4]=1.C1C(=O)N([I:36])C(=O)C1, predict the reaction product. The product is: [I:36][C:4]1[C:5]([NH:15][C@@H:16]2[CH2:21][CH2:20][CH2:19][N:18]([C:22]([O:24][C:25]([CH3:28])([CH3:27])[CH3:26])=[O:23])[CH2:17]2)=[N:6][C:7]([N:9]2[CH2:14][CH2:13][O:12][CH2:11][CH2:10]2)=[N:8][C:3]=1[O:2][CH3:1].